From a dataset of Catalyst prediction with 721,799 reactions and 888 catalyst types from USPTO. Predict which catalyst facilitates the given reaction. (1) Product: [F:9][CH:8]([F:10])[C:6]1[CH:5]=[CH:4][N:3]=[C:2]([NH:17][C:16](=[O:18])[O:15][C:11]([CH3:14])([CH3:13])[CH3:12])[CH:7]=1. The catalyst class is: 231. Reactant: Cl[C:2]1[CH:7]=[C:6]([CH:8]([F:10])[F:9])[CH:5]=[CH:4][N:3]=1.[C:11]([O:15][C:16](=[O:18])[NH2:17])([CH3:14])([CH3:13])[CH3:12].C([O-])([O-])=O.[Cs+].[Cs+].CC(C1C=C(C(C)C)C(C2C=CC=CC=2P(C2CCCCC2)C2CCCCC2)=C(C(C)C)C=1)C.N#N. (2) The catalyst class is: 10. Product: [CH:1]1([NH:4][C:5]([C:7]2[N:8]=[N:9][N:10]([C:12]3[CH:17]=[CH:16][C:15]([C:18]([NH:20][CH2:21][CH3:22])=[O:19])=[CH:14][C:13]=3[O:23][CH2:24][CH2:25][O:26][CH2:27][CH2:28][F:31])[CH:11]=2)=[O:6])[CH2:3][CH2:2]1. Reactant: [CH:1]1([NH:4][C:5]([C:7]2[N:8]=[N:9][N:10]([C:12]3[CH:17]=[CH:16][C:15]([C:18]([NH:20][CH2:21][CH3:22])=[O:19])=[CH:14][C:13]=3[O:23][CH2:24][CH2:25][O:26][CH2:27][CH2:28]Br)[CH:11]=2)=[O:6])[CH2:3][CH2:2]1.O.[F-:31].C([N+](CCCC)(CCCC)CCCC)CCC. (3) Reactant: [C:1]1([C:7]2[CH:8]=[C:9]([NH2:12])[NH:10][N:11]=2)[CH:6]=[CH:5][CH:4]=[CH:3][CH:2]=1.C[O:14][C:15](=O)[CH2:16][C:17](=O)[CH3:18]. Product: [CH3:18][C:17]1[CH:16]=[C:15]([OH:14])[N:10]2[N:11]=[C:7]([C:1]3[CH:2]=[CH:3][CH:4]=[CH:5][CH:6]=3)[CH:8]=[C:9]2[N:12]=1. The catalyst class is: 15. (4) Reactant: [CH3:1][C:2]1[N:3]=[C:4]([C:12]2[CH:17]=[CH:16][CH:15]=[C:14]([C:18]([F:21])([F:20])[F:19])[CH:13]=2)[N:5]2[C:10]=1[CH:9]=[N:8][C:7]([NH2:11])=[N:6]2.Br[C:23]1[CH:24]=[N:25][CH:26]=[C:27]([CH:33]=1)[C:28]([O:30][CH2:31][CH3:32])=[O:29].C(P(C(C)(C)C)C1C=CC=CC=1C1C=CC=CC=1)(C)(C)C.CC([O-])(C)C.[Na+]. Product: [CH3:1][C:2]1[N:3]=[C:4]([C:12]2[CH:17]=[CH:16][CH:15]=[C:14]([C:18]([F:21])([F:19])[F:20])[CH:13]=2)[N:5]2[C:10]=1[CH:9]=[N:8][C:7]([NH:11][C:23]1[CH:24]=[N:25][CH:26]=[C:27]([CH:33]=1)[C:28]([O:30][CH2:31][CH3:32])=[O:29])=[N:6]2. The catalyst class is: 62. (5) Reactant: [Cl:1][C:2]1[CH:10]=[C:9]([NH:11][C:12]2[N:21]=[CH:20][C:19]3[C:14](=[C:15]([O:23][CH:24]4[CH2:29][CH2:28][NH:27][CH2:26][CH2:25]4)[CH:16]=[CH:17][C:18]=3[Cl:22])[N:13]=2)[CH:8]=[CH:7][C:3]=1[C:4]([OH:6])=O.[NH:30]1[CH2:35][CH2:34][O:33][CH2:32][CH2:31]1.CN(C(ON1N=NC2C=CC=NC1=2)=[N+](C)C)C.F[P-](F)(F)(F)(F)F.CCN(C(C)C)C(C)C. Product: [Cl:1][C:2]1[CH:10]=[C:9]([NH:11][C:12]2[N:21]=[CH:20][C:19]3[C:14](=[C:15]([O:23][CH:24]4[CH2:25][CH2:26][NH:27][CH2:28][CH2:29]4)[CH:16]=[CH:17][C:18]=3[Cl:22])[N:13]=2)[CH:8]=[CH:7][C:3]=1[C:4]([N:30]1[CH2:35][CH2:34][O:33][CH2:32][CH2:31]1)=[O:6]. The catalyst class is: 37. (6) Reactant: [C:1]([O:5][C:6]([N:8]1[CH2:12][C:11](=[CH2:13])[CH2:10][C@H:9]1[C:14]([OH:16])=[O:15])=[O:7])([CH3:4])([CH3:3])[CH3:2].[C:17](=O)([O-])[O-].[K+].[K+].CI. Product: [CH2:13]=[C:11]1[CH2:12][N:8]([C:6]([O:5][C:1]([CH3:4])([CH3:2])[CH3:3])=[O:7])[C@H:9]([C:14]([O:16][CH3:17])=[O:15])[CH2:10]1. The catalyst class is: 3. (7) Reactant: [F:1][C:2]([F:26])([F:25])[S:3]([O:6][C:7]1[CH:8]=[CH:9][C:10]2[O:24][CH2:23][C:13]3([C:21]4[C:16](=[CH:17][CH:18]=[CH:19][CH:20]=4)[NH:15][C:14]3=[O:22])[C:11]=2[CH:12]=1)(=[O:5])=[O:4].[OH-].[Na+].Br[CH2:30][C:31]1[O:32][C:33]([C:36]([F:39])([F:38])[F:37])=[CH:34][CH:35]=1. Product: [F:26][C:2]([F:1])([F:25])[S:3]([O:6][C:7]1[CH:8]=[CH:9][C:10]2[O:24][CH2:23][C:13]3([C:21]4[C:16](=[CH:17][CH:18]=[CH:19][CH:20]=4)[N:15]([CH2:30][C:31]4[O:32][C:33]([C:36]([F:39])([F:38])[F:37])=[CH:34][CH:35]=4)[C:14]3=[O:22])[C:11]=2[CH:12]=1)(=[O:5])=[O:4]. The catalyst class is: 42. (8) The catalyst class is: 1. Product: [O:1]1[CH:5]=[N:4][N:3]=[C:2]1[C@H:6]([NH:9][CH:10]1[CH2:14][CH2:13][CH2:12][CH2:11]1)[CH2:7][CH3:8]. Reactant: [O:1]1[CH:5]=[N:4][N:3]=[C:2]1[C@H:6]([NH2:9])[CH2:7][CH3:8].[C:10]1(=O)[CH2:14][CH2:13][CH2:12][CH2:11]1.C(O)(=O)C.C(O[BH-](OC(=O)C)OC(=O)C)(=O)C.[Na+].C([O-])(O)=O.[Na+]. (9) Reactant: [S:1]1[C:5]2[CH:6]=[CH:7][CH:8]=[CH:9][C:4]=2[NH:3][CH2:2]1.NC1C=CC=CC=1S.C=O.C(N(C(C)C)CC)(C)C.[CH2:29]([O:36][C:37]1[C:45]([O:46][CH3:47])=[CH:44][C:40]([C:41](Cl)=[O:42])=[CH:39][C:38]=1[Cl:48])[C:30]1[CH:35]=[CH:34][CH:33]=[CH:32][CH:31]=1. Product: [CH2:29]([O:36][C:37]1[C:45]([O:46][CH3:47])=[CH:44][C:40]([C:41]([N:3]2[C:4]3[CH:9]=[CH:8][CH:7]=[CH:6][C:5]=3[S:1][CH2:2]2)=[O:42])=[CH:39][C:38]=1[Cl:48])[C:30]1[CH:31]=[CH:32][CH:33]=[CH:34][CH:35]=1. The catalyst class is: 4. (10) Reactant: [NH2:1][C:2]1[CH:10]=[C:9]([F:11])[CH:8]=[CH:7][C:3]=1[C:4](O)=[O:5].C(O)(=O)C.[CH:16](N)=[NH:17].O. Product: [F:11][C:9]1[CH:10]=[C:2]2[C:3]([C:4](=[O:5])[NH:17][CH:16]=[N:1]2)=[CH:7][CH:8]=1. The catalyst class is: 8.